From a dataset of Reaction yield outcomes from USPTO patents with 853,638 reactions. Predict the reaction yield, written as a fraction of the theoretical maximum amount of product (1.0 means a 100% yield; for example, 0.34 means a 34% yield). (1) The product is [CH3:26][O:25][C:21]1[CH:22]=[C:23]2[C:18](=[CH:19][C:20]=1[O:27][CH3:28])[C:17](=[O:29])[CH:16]([CH2:15][CH:12]1[CH2:13][CH2:14][NH:9][CH2:10][CH2:11]1)[CH2:24]2. The catalyst is C(OCC)(=O)C.O. The reactants are Cl.C(OC([N:9]1[CH2:14][CH2:13][CH:12]([CH2:15][CH:16]2[CH2:24][C:23]3[C:18](=[CH:19][C:20]([O:27][CH3:28])=[C:21]([O:25][CH3:26])[CH:22]=3)[C:17]2=[O:29])[CH2:11][CH2:10]1)=O)(C)(C)C.C(=O)([O-])[O-].[Na+].[Na+]. The yield is 0.840. (2) The reactants are CC(C(N)=O)[C:3]1[C:8]([C:9]([OH:11])=O)=[CH:7][C:6]([F:12])=[C:5]([Cl:13])[CH:4]=1.P(OC1C=CC=CC=1)(OC1C=CC=CC=1)OC1C=CC=CC=1.[CH2:39]([NH2:47])[CH2:40][C:41]1[CH:46]=[CH:45][CH:44]=[CH:43][CH:42]=1.[N:48]1C=C[CH:51]=[CH:50][CH:49]=1. The catalyst is C(OCC)(=O)C. The product is [Cl:13][C:5]1[CH:4]=[C:3]2[C:8]([C:9](=[O:11])[N:47]([CH2:39][CH2:40][C:41]3[CH:46]=[CH:45][CH:44]=[CH:43][CH:42]=3)[C:49]([CH2:50][CH3:51])=[N:48]2)=[CH:7][C:6]=1[F:12]. The yield is 0.272. (3) The reactants are [CH3:1][O:2][CH:3]([O:27][CH3:28])[C:4]1[CH:5]=[C:6]([CH:11]([C:14]2[C:19]([CH:20]([CH3:22])[CH3:21])=[C:18]([O:23][CH3:24])[N:17]=[C:16]([O:25][CH3:26])[N:15]=2)C#N)[CH:7]=[C:8]([CH3:10])[CH:9]=1.[H-].[Na+].CN(C=[O:35])C. No catalyst specified. The product is [CH3:1][O:2][CH:3]([O:27][CH3:28])[C:4]1[CH:5]=[C:6]([C:11]([C:14]2[C:19]([CH:20]([CH3:22])[CH3:21])=[C:18]([O:23][CH3:24])[N:17]=[C:16]([O:25][CH3:26])[N:15]=2)=[O:35])[CH:7]=[C:8]([CH3:10])[CH:9]=1. The yield is 0.980. (4) The yield is 0.570. The reactants are [Cl:1][C:2]1[N:7]=[C:6](OC)[N:5]=[C:4]([NH:10][C:11]2[CH:16]=[CH:15][C:14]([N:17]3[CH:21]=[C:20]([CH3:22])[N:19]=[CH:18]3)=[C:13]([O:23][CH3:24])[CH:12]=2)[N:3]=1.[CH2:25]([N:27](CC)[CH2:28]C)C.ClC1N=C(Cl)N=C(N(C)C)N=1. The product is [Cl:1][C:2]1[N:3]=[C:4]([NH:10][C:11]2[CH:16]=[CH:15][C:14]([N:17]3[CH:21]=[C:20]([CH3:22])[N:19]=[CH:18]3)=[C:13]([O:23][CH3:24])[CH:12]=2)[N:5]=[C:6]([N:27]([CH3:28])[CH3:25])[N:7]=1. The catalyst is CO. (5) The reactants are [F:1][C:2]([F:32])([F:31])[C:3]1[CH:4]=[C:5]([NH:9][C:10]([C:12]2[C:21]3[C:16](=[CH:17][C:18]([O:22][C:23]4[CH:28]=[C:27]([CH2:29][OH:30])[N:26]=[CH:25][N:24]=4)=[CH:19][CH:20]=3)[CH:15]=[CH:14][CH:13]=2)=[O:11])[CH:6]=[CH:7][CH:8]=1. The catalyst is C(O)C.O. The product is [OH2:11].[F:32][C:2]([F:1])([F:31])[C:3]1[CH:4]=[C:5]([NH:9][C:10]([C:12]2[C:21]3[C:16](=[CH:17][C:18]([O:22][C:23]4[CH:28]=[C:27]([CH2:29][OH:30])[N:26]=[CH:25][N:24]=4)=[CH:19][CH:20]=3)[CH:15]=[CH:14][CH:13]=2)=[O:11])[CH:6]=[CH:7][CH:8]=1.[OH:30][CH2:29][C:27]1[N:26]=[CH:25][N:24]=[C:23]([O:22][C:18]2[CH:17]=[C:16]3[C:21](=[CH:20][CH:19]=2)[C:12]([C:10]([NH:9][C:5]2[CH:6]=[CH:7][CH:8]=[C:3]([C:2]([F:31])([F:32])[F:1])[CH:4]=2)=[O:11])=[CH:13][CH:14]=[CH:15]3)[CH:28]=1. The yield is 0.830. (6) The reactants are Cl.[Cl:2][C:3]1[N:8]=[C:7]([CH2:9][NH2:10])[CH:6]=[CH:5][N:4]=1.CCN(C(C)C)C(C)C.[Cl:20][CH2:21][CH2:22][CH2:23][S:24](Cl)(=[O:26])=[O:25].O. The catalyst is C(Cl)Cl.[Au]. The product is [Cl:20][CH2:21][CH2:22][CH2:23][S:24]([NH:10][CH2:9][C:7]1[CH:6]=[CH:5][N:4]=[C:3]([Cl:2])[N:8]=1)(=[O:26])=[O:25]. The yield is 0.430. (7) The reactants are [CH2:1]1[C:10]2[C:5](=[CH:6][CH:7]=[CH:8][CH:9]=2)[CH2:4][CH2:3][N:2]1[CH2:11][CH:12]([OH:38])[CH2:13][O:14][C:15]1[CH:20]=[CH:19][CH:18]=[C:17]([C:21]2[C:29]3[N:28]=[CH:27][N:26](COCC[Si](C)(C)C)[C:25]=3[CH:24]=[CH:23][CH:22]=2)[CH:16]=1.C([O-])(O)=O.[Na+]. The catalyst is CCO.Cl. The product is [NH:26]1[C:25]2[CH:24]=[CH:23][CH:22]=[C:21]([C:17]3[CH:16]=[C:15]([CH:20]=[CH:19][CH:18]=3)[O:14][CH2:13][CH:12]([OH:38])[CH2:11][N:2]3[CH2:3][CH2:4][C:5]4[C:10](=[CH:9][CH:8]=[CH:7][CH:6]=4)[CH2:1]3)[C:29]=2[N:28]=[CH:27]1. The yield is 0.250. (8) The reactants are [NH2:1][C:2]1[C:3]([CH3:21])=[C:4]([CH:17]=[C:18]([CH3:20])[CH:19]=1)[CH2:5][C:6]1[N:7]=[CH:8][N:9]([S:11]([N:14]([CH3:16])[CH3:15])(=[O:13])=[O:12])[CH:10]=1.[CH2:22]([S:24](Cl)(=[O:26])=[O:25])[CH3:23]. No catalyst specified. The product is [CH2:22]([S:24]([NH:1][C:2]1[C:3]([CH3:21])=[C:4]([CH:17]=[C:18]([CH3:20])[CH:19]=1)[CH2:5][C:6]1[N:7]=[CH:8][N:9]([S:11]([N:14]([CH3:15])[CH3:16])(=[O:12])=[O:13])[CH:10]=1)(=[O:26])=[O:25])[CH3:23]. The yield is 0.840. (9) The reactants are I[C:2]1[CH:16]=[CH:15][C:5]([C:6]([NH:8][CH2:9][CH2:10][C:11]([F:14])([F:13])[F:12])=[O:7])=[CH:4][N:3]=1.C([Sn](CCCC)(CCCC)[C:22]([O:24]CC)=[CH2:23])CCC.Cl.C([O-])(O)=O.[Na+]. The catalyst is C1(C)C=CC=CC=1.C(#N)C.Cl[Pd](Cl)([P](C1C=CC=CC=1)(C1C=CC=CC=1)C1C=CC=CC=1)[P](C1C=CC=CC=1)(C1C=CC=CC=1)C1C=CC=CC=1. The product is [C:22]([C:2]1[CH:16]=[CH:15][C:5]([C:6]([NH:8][CH2:9][CH2:10][C:11]([F:14])([F:13])[F:12])=[O:7])=[CH:4][N:3]=1)(=[O:24])[CH3:23]. The yield is 0.350.